Dataset: Forward reaction prediction with 1.9M reactions from USPTO patents (1976-2016). Task: Predict the product of the given reaction. (1) Given the reactants [NH2:1][C:2]1[C:3]2[C:10]([C:11]3[CH:16]=[CH:15][C:14]([NH:17][C:18](=[O:26])[O:19][C:20]4[CH:25]=CC=CC=4)=[C:13]([O:27][CH3:28])[CH:12]=3)=[CH:9][N:8]([CH:29]3[CH2:34][CH2:33][O:32][CH2:31][CH2:30]3)[C:4]=2[N:5]=[CH:6][N:7]=1.[O:35]1[CH2:40][CH2:39][N:38](CCO)[CH2:37][CH2:36]1, predict the reaction product. The product is: [NH2:1][C:2]1[C:3]2[C:10]([C:11]3[CH:16]=[CH:15][C:14]([NH:17][C:18](=[O:26])[O:19][CH2:20][CH2:25][N:38]4[CH2:39][CH2:40][O:35][CH2:36][CH2:37]4)=[C:13]([O:27][CH3:28])[CH:12]=3)=[CH:9][N:8]([CH:29]3[CH2:34][CH2:33][O:32][CH2:31][CH2:30]3)[C:4]=2[N:5]=[CH:6][N:7]=1. (2) Given the reactants [C:1]1([S:7]([N:10]2[C:18]3[C:13](=[C:14]([CH2:19][OH:20])[CH:15]=[CH:16][CH:17]=3)[CH:12]=[N:11]2)(=[O:9])=[O:8])[CH:6]=[CH:5][CH:4]=[CH:3][CH:2]=1.CC(OI1(OC(C)=O)(OC(C)=O)OC(=O)C2C=CC=CC1=2)=O, predict the reaction product. The product is: [C:1]1([S:7]([N:10]2[C:18]3[CH:17]=[CH:16][CH:15]=[C:14]([CH:19]=[O:20])[C:13]=3[CH:12]=[N:11]2)(=[O:8])=[O:9])[CH:2]=[CH:3][CH:4]=[CH:5][CH:6]=1. (3) Given the reactants [F:1][C:2]([F:21])([F:20])[CH:3]([OH:19])[CH2:4][CH:5]1[CH2:10][CH2:9][CH:8]([C:11]2[CH:16]=[CH:15][C:14]([O:17][CH3:18])=[CH:13][CH:12]=2)[CH2:7][CH2:6]1.C(=O)(O)[O-].[Na+].CC(OI1(OC(C)=O)(OC(C)=O)OC(=O)C2C=CC=CC1=2)=O, predict the reaction product. The product is: [F:1][C:2]([F:20])([F:21])[C:3](=[O:19])[CH2:4][CH:5]1[CH2:10][CH2:9][CH:8]([C:11]2[CH:16]=[CH:15][C:14]([O:17][CH3:18])=[CH:13][CH:12]=2)[CH2:7][CH2:6]1. (4) Given the reactants NC1C=C[C:5]([C:6]([NH:8][C:9]2C=CC(N)=C[CH:10]=2)=O)=CC=1.F[C:34](F)(F)[C:28]1[CH:29]=[C:30](N)[CH:32]=[CH:33][C:27]=1[C:27]1[CH:33]=[CH:32][C:30](N)=[CH:29][C:28]=1[C:34](F)(F)F.[NH2:40][C:41]1[CH:42]=[C:43]([OH:47])[CH:44]=[CH:45][CH:46]=1.[CH3:48][CH2:49][OH:50].C(O)C, predict the reaction product. The product is: [CH3:5][CH2:6][N:8]([CH2:48][C:49]([NH:40][C:41]1[CH:46]=[CH:45][CH:44]=[C:43]([O:47][CH2:34][C:28]2[CH:27]=[CH:33][CH:32]=[CH:30][CH:29]=2)[CH:42]=1)=[O:50])[CH2:9][CH3:10]. (5) Given the reactants [CH2:1]([Mg]Br)[CH3:2].[CH3:5][O:6][CH:7]1[CH2:11][N:10]([C:12]([O:14][CH2:15][C:16]2[CH:21]=[CH:20][CH:19]=[CH:18][CH:17]=2)=[O:13])[CH:9]([C:22]([O:24]C)=O)[CH2:8]1, predict the reaction product. The product is: [OH:24][C:22]1([CH:9]2[CH2:8][CH:7]([O:6][CH3:5])[CH2:11][N:10]2[C:12]([O:14][CH2:15][C:16]2[CH:17]=[CH:18][CH:19]=[CH:20][CH:21]=2)=[O:13])[CH2:2][CH2:1]1. (6) Given the reactants Br[C:2]1[CH:3]=[C:4]2[C:9](=[CH:10][CH:11]=1)[N:8]=[CH:7][C:6]([C:12](=[O:14])[CH3:13])=[C:5]2[NH:15][C@H:16]1[CH2:21][CH2:20][C@H:19]([CH2:22][N:23]([CH3:25])[CH3:24])[CH2:18][CH2:17]1.[Cl:26][C:27]1[CH:32]=[C:31](B2OC(C)(C)C(C)(C)O2)[CH:30]=[C:29]([F:42])[C:28]=1[OH:43], predict the reaction product. The product is: [Cl:26][C:27]1[CH:32]=[C:31]([C:2]2[CH:3]=[C:4]3[C:9](=[CH:10][CH:11]=2)[N:8]=[CH:7][C:6]([C:12](=[O:14])[CH3:13])=[C:5]3[NH:15][C@H:16]2[CH2:21][CH2:20][C@H:19]([CH2:22][N:23]([CH3:24])[CH3:25])[CH2:18][CH2:17]2)[CH:30]=[C:29]([F:42])[C:28]=1[OH:43].